This data is from Experimentally validated miRNA-target interactions with 360,000+ pairs, plus equal number of negative samples. The task is: Binary Classification. Given a miRNA mature sequence and a target amino acid sequence, predict their likelihood of interaction. (1) The miRNA is hsa-miR-548j-5p with sequence AAAAGUAAUUGCGGUCUUUGGU. The protein sequence of the target gene is MVDAFCATWKLTDSQNFDEYMKALGVGFATRQVGNVTKPTVIISQEGGKVVIRTQCTFKNTEINFQLGEEFEETSIDDRNCKSVVRLDGDKLIHVQKWDGKETNCTREIKDGKMVVTLTFGDIVAVRCYEKA. Result: 0 (no interaction). (2) The miRNA is hsa-miR-3122 with sequence GUUGGGACAAGAGGACGGUCUU. The protein sequence of the target gene is MGVCGYLFLPWKCLVVVSLRLLFLVPTGVPVRSGDATFPKAMDNVTVRQGESATLRCTIDDRVTRVAWLNRSTILYAGNDKWSIDPRVIILVNTPTQYSIMIQNVDVYDEGPYTCSVQTDNHPKTSRVHLIVQVPPQIMNISSDITVNEGSSVTLLCLAIGRPEPTVTWRHLSVKEGQGFVSEDEYLEISDIKRDQSGEYECSALNDVAAPDVRKVKITVNYPPYISKAKNTGVSVGQKGILSCEASAVPMAEFQWFKEETRLATGLDGMRIENKGRMSTLTFFNVSEKDYGNYTCVATN.... Result: 0 (no interaction). (3) The miRNA is hsa-miR-4652-5p with sequence AGGGGACUGGUUAAUAGAACUA. Result: 0 (no interaction). The protein sequence of the target gene is MATATPVQQQRAGSRASAPATPLSPTRLSRLQEKEELRELNDRLAVYIDKVRSLETENSALQLQVTEREEVRGRELTGLKALYETELADARRALDDTARERAKLQIELGKFKAEHDQLLLNYAKKESDLSGAQIKLREYEAALNSKDAALATALGDKKSLEGDLEDLKDQIAQLEASLSAAKKQLADETLLKVDLENRCQSLTEDLEFRKNMYEEEINETRRKHETRLVEVDSGRQIEYEYKLAQALHEMREQHDAQVRLYKEELEQTYHAKLENARLSSEMNTSTVNSAREELMESRMR.... (4) The miRNA is hsa-miR-619-5p with sequence GCUGGGAUUACAGGCAUGAGCC. The protein sequence of the target gene is MDGEEKTYGGCEGPDAMYVKLISSDGHEFIVKREHALTSGTIKAMLSGPGQFAENETNEVNFREIPSHVLSKVCMYFTYKVRYTNSSTEIPEFPIAPEIALELLMAANFLDC. Result: 1 (interaction). (5) The miRNA is hsa-miR-3943 with sequence UAGCCCCCAGGCUUCACUUGGCG. The protein sequence of the target gene is MFLPHMNHLTLEQTFFSQVLPKTVKLFDDMMYELTSQARGLSSQNLEIQTTLRNILQTMVQLLGALTGCVQHICATQESIILENIQSLPSSVLHIIKSTFVHCKNSESVYSGCLHLVSDLLQALFKEAYSLQKQLMELLDMVCMDPLVDDNDDILNMVIVIHSLLDICSVISSMDHAFHANTWKFIIKQSLKHQSIIKSQLKHKDIITSLCEDILFSFHSCLQLAEQMTQSDAQDNADYRLFQKTLKLCRFFANSLLHYAKEFLPFLSDSCCTLHQLYLQIHSKFPPSLYATRISKAHQE.... Result: 0 (no interaction).